From a dataset of NCI-60 drug combinations with 297,098 pairs across 59 cell lines. Regression. Given two drug SMILES strings and cell line genomic features, predict the synergy score measuring deviation from expected non-interaction effect. (1) Drug 1: C1CC(C1)(C(=O)O)C(=O)O.[NH2-].[NH2-].[Pt+2]. Drug 2: CC1C(C(CC(O1)OC2CC(CC3=C2C(=C4C(=C3O)C(=O)C5=C(C4=O)C(=CC=C5)OC)O)(C(=O)CO)O)N)O.Cl. Cell line: A549. Synergy scores: CSS=36.5, Synergy_ZIP=-3.89, Synergy_Bliss=-0.956, Synergy_Loewe=-3.06, Synergy_HSA=1.97. (2) Drug 1: CC1=C(C(=CC=C1)Cl)NC(=O)C2=CN=C(S2)NC3=CC(=NC(=N3)C)N4CCN(CC4)CCO. Drug 2: CC1C(C(CC(O1)OC2CC(CC3=C2C(=C4C(=C3O)C(=O)C5=C(C4=O)C(=CC=C5)OC)O)(C(=O)CO)O)N)O.Cl. Cell line: SF-268. Synergy scores: CSS=37.8, Synergy_ZIP=-0.680, Synergy_Bliss=3.07, Synergy_Loewe=1.53, Synergy_HSA=2.90. (3) Drug 1: CC1=C(N=C(N=C1N)C(CC(=O)N)NCC(C(=O)N)N)C(=O)NC(C(C2=CN=CN2)OC3C(C(C(C(O3)CO)O)O)OC4C(C(C(C(O4)CO)O)OC(=O)N)O)C(=O)NC(C)C(C(C)C(=O)NC(C(C)O)C(=O)NCCC5=NC(=CS5)C6=NC(=CS6)C(=O)NCCC[S+](C)C)O. Drug 2: C(CN)CNCCSP(=O)(O)O. Cell line: SW-620. Synergy scores: CSS=14.7, Synergy_ZIP=2.13, Synergy_Bliss=7.53, Synergy_Loewe=-3.93, Synergy_HSA=2.81. (4) Drug 1: C1=NC2=C(N1)C(=S)N=C(N2)N. Drug 2: CC1=C(C(=O)C2=C(C1=O)N3CC4C(C3(C2COC(=O)N)OC)N4)N. Cell line: UACC62. Synergy scores: CSS=37.5, Synergy_ZIP=-14.5, Synergy_Bliss=-11.0, Synergy_Loewe=-6.73, Synergy_HSA=-4.30.